Dataset: Forward reaction prediction with 1.9M reactions from USPTO patents (1976-2016). Task: Predict the product of the given reaction. Given the reactants [Br:1][C:2]1[CH:11]=[C:10]2[C:5]([CH:6]=[C:7](N)[CH:8]=[N:9]2)=[CH:4][CH:3]=1.O.O.B(F)(F)[F:16].N(OC(C)(C)C)=O.C(=O)(O)[O-].[Na+], predict the reaction product. The product is: [Br:1][C:2]1[CH:11]=[C:10]2[C:5]([CH:6]=[C:7]([F:16])[CH:8]=[N:9]2)=[CH:4][CH:3]=1.